This data is from Acute oral toxicity (LD50) regression data from Zhu et al.. The task is: Regression/Classification. Given a drug SMILES string, predict its toxicity properties. Task type varies by dataset: regression for continuous values (e.g., LD50, hERG inhibition percentage) or binary classification for toxic/non-toxic outcomes (e.g., AMES mutagenicity, cardiotoxicity, hepatotoxicity). Dataset: ld50_zhu. The molecule is CC(=O)OCCC(C)CCC=C(C)C. The rat oral LD50 is 1.47, given as -log10 of the dose in mol/kg body weight (higher means more acutely toxic).